From a dataset of Catalyst prediction with 721,799 reactions and 888 catalyst types from USPTO. Predict which catalyst facilitates the given reaction. (1) Reactant: Cl[C:2]1[N:10]=[C:9]([C:11]2[CH:16]=[CH:15][CH:14]=[CH:13][N:12]=2)[N:8]=[C:7]2[C:3]=1[N:4]=[CH:5][N:6]2[CH3:17].C(N(CC)C(C)C)(C)C.[CH:27]1([NH2:33])[CH2:32][CH2:31][CH2:30][CH2:29][CH2:28]1. Product: [CH:27]1([NH:33][C:2]2[N:10]=[C:9]([C:11]3[CH:16]=[CH:15][CH:14]=[CH:13][N:12]=3)[N:8]=[C:7]3[C:3]=2[N:4]=[CH:5][N:6]3[CH3:17])[CH2:32][CH2:31][CH2:30][CH2:29][CH2:28]1. The catalyst class is: 10. (2) Reactant: C(OC([NH:8][C:9]1[CH:14]=[CH:13][C:12]([CH:15]([CH2:21][CH2:22][CH:23]([F:25])[F:24])[C:16]([O:18][CH2:19][CH3:20])=[O:17])=[CH:11][C:10]=1[C:26](=O)[C:27]([N:29]1[CH2:37][C:36]2[C:31](=[CH:32][CH:33]=[CH:34][CH:35]=2)[CH2:30]1)=[O:28])=O)(C)(C)C.[F-].[Cs+].C[Si]([N:45]=[C:46]=[N:47][Si](C)(C)C)(C)C.Cl.C(=O)(O)[O-]. Product: [NH2:45][C:46]1[N:47]=[C:26]([C:27]([N:29]2[CH2:30][C:31]3[C:36](=[CH:35][CH:34]=[CH:33][CH:32]=3)[CH2:37]2)=[O:28])[C:10]2[C:9](=[CH:14][CH:13]=[C:12]([CH:15]([CH2:21][CH2:22][CH:23]([F:25])[F:24])[C:16]([O:18][CH2:19][CH3:20])=[O:17])[CH:11]=2)[N:8]=1. The catalyst class is: 10.